From a dataset of Forward reaction prediction with 1.9M reactions from USPTO patents (1976-2016). Predict the product of the given reaction. (1) Given the reactants [CH:1]1([NH:7][C:8]([C:10]2[N:11]([C:16]3[CH:21]=[CH:20][C:19]([O:22]C)=[CH:18][CH:17]=3)[N:12]=[C:13]([CH3:15])[CH:14]=2)=[O:9])[CH2:6][CH2:5][CH2:4][CH2:3][CH2:2]1.B(Br)(Br)Br, predict the reaction product. The product is: [CH:1]1([NH:7][C:8]([C:10]2[N:11]([C:16]3[CH:21]=[CH:20][C:19]([OH:22])=[CH:18][CH:17]=3)[N:12]=[C:13]([CH3:15])[CH:14]=2)=[O:9])[CH2:2][CH2:3][CH2:4][CH2:5][CH2:6]1. (2) Given the reactants [OH:1][CH2:2][CH:3]1[CH2:8][CH2:7][CH2:6][N:5]([C:9]([O:11][C:12]([CH3:15])([CH3:14])[CH3:13])=[O:10])[CH2:4]1.[H-].[Na+].[CH2:18](I)[CH3:19], predict the reaction product. The product is: [CH2:18]([O:1][CH2:2][CH:3]1[CH2:8][CH2:7][CH2:6][N:5]([C:9]([O:11][C:12]([CH3:15])([CH3:14])[CH3:13])=[O:10])[CH2:4]1)[CH3:19]. (3) Given the reactants CO[C:3](=O)[C:4]1[C:9]([I:10])=[CH:8][CH:7]=[CH:6][C:5]=1[CH2:11]Br.[CH2:14]([NH2:21])[C:15]1[CH:20]=[CH:19][CH:18]=[CH:17][CH:16]=1.C([O-])([O-])=[O:23].[K+].[K+].C(OCC)(=O)C, predict the reaction product. The product is: [CH2:14]([N:21]1[CH2:3][C:4]2[C:5](=[CH:6][CH:7]=[CH:8][C:9]=2[I:10])[C:11]1=[O:23])[C:15]1[CH:20]=[CH:19][CH:18]=[CH:17][CH:16]=1. (4) Given the reactants [CH2:1]([C:5]1[CH:10]=[CH:9][C:8]([S:11]([NH:14][C:15]2[CH:19]=[CH:18][S:17][C:16]=2[C:20]([O:22]C)=[O:21])(=[O:13])=[O:12])=[C:7]([Cl:24])[CH:6]=1)[CH2:2][CH2:3][CH3:4].[OH-].[Na+].Cl, predict the reaction product. The product is: [CH2:1]([C:5]1[CH:10]=[CH:9][C:8]([S:11]([NH:14][C:15]2[CH:19]=[CH:18][S:17][C:16]=2[C:20]([OH:22])=[O:21])(=[O:12])=[O:13])=[C:7]([Cl:24])[CH:6]=1)[CH2:2][CH2:3][CH3:4]. (5) Given the reactants [OH:1][C:2]([CH3:35])([CH3:34])[CH2:3][C@@:4]1([C:28]2[CH:33]=[CH:32][CH:31]=[CH:30][CH:29]=2)[O:9][C:8](=[O:10])[N:7]([C@H:11]([C:13]2[CH:18]=[CH:17][C:16](B3OC(C)(C)C(C)(C)O3)=[CH:15][CH:14]=2)[CH3:12])[CH2:6][CH2:5]1.Br[C:37]1[CH:38]=[CH:39][C:40]([C:43]2([C:49]([NH2:51])=[O:50])[CH2:48][CH2:47][CH2:46][CH2:45][CH2:44]2)=[N:41][CH:42]=1, predict the reaction product. The product is: [OH:1][C:2]([CH3:34])([CH3:35])[CH2:3][C@@:4]1([C:28]2[CH:33]=[CH:32][CH:31]=[CH:30][CH:29]=2)[O:9][C:8](=[O:10])[N:7]([C@H:11]([C:13]2[CH:14]=[CH:15][C:16]([C:37]3[CH:38]=[CH:39][C:40]([C:43]4([C:49]([NH2:51])=[O:50])[CH2:48][CH2:47][CH2:46][CH2:45][CH2:44]4)=[N:41][CH:42]=3)=[CH:17][CH:18]=2)[CH3:12])[CH2:6][CH2:5]1. (6) Given the reactants [NH2:1][C:2]1[CH:3]=[C:4]2[C:8](=[CH:9][C:10]=1[N+:11]([O-])=O)[C:7](=[O:14])[N:6]([CH2:15][CH2:16][CH2:17][N:18]1[CH2:22][CH2:21][CH2:20][CH2:19]1)[C:5]2=[O:23].IC1C(C=O)=C(OC)N=CC=1, predict the reaction product. The product is: [NH2:1][C:2]1[CH:3]=[C:4]2[C:8](=[CH:9][C:10]=1[NH2:11])[C:7](=[O:14])[N:6]([CH2:15][CH2:16][CH2:17][N:18]1[CH2:22][CH2:21][CH2:20][CH2:19]1)[C:5]2=[O:23]. (7) Given the reactants [NH2:1][C:2]1[C:7]([C:8]([C:10]2[CH:15]=[C:14]([F:16])[C:13]([CH3:17])=[CH:12][C:11]=2[O:18][CH3:19])=[O:9])=[CH:6][N:5]=[C:4](S(CC)=O)[N:3]=1.[NH2:24][CH:25]1[CH2:30][CH2:29][N:28]([C:31]([O:33][C:34]([CH3:37])([CH3:36])[CH3:35])=[O:32])[CH2:27][CH2:26]1, predict the reaction product. The product is: [C:34]([O:33][C:31]([N:28]1[CH2:29][CH2:30][CH:25]([NH:24][C:4]2[N:3]=[C:2]([NH2:1])[C:7]([C:8](=[O:9])[C:10]3[CH:15]=[C:14]([F:16])[C:13]([CH3:17])=[CH:12][C:11]=3[O:18][CH3:19])=[CH:6][N:5]=2)[CH2:26][CH2:27]1)=[O:32])([CH3:37])([CH3:35])[CH3:36]. (8) Given the reactants S(O)(=O)(=O)C.[CH2:6]1[CH:15]2[CH:10]([CH2:11][CH2:12][CH2:13][CH2:14]2)[CH2:9][CH2:8][NH:7]1.[C:16](=[O:19])([O-:18])[O-].[K+].[K+].[SH:22][C:23]1[C:24]([C:33]([O:35][CH3:36])=[O:34])=[CH:25][C:26]2[C:31]([CH:32]=1)=[CH:30][CH:29]=[CH:28][CH:27]=2.CCCC[CH2:41][CH3:42].[C:43]([O:46][CH2:47]C)(=[O:45])C, predict the reaction product. The product is: [CH2:41]([O:18][C:16]([C@@H:8]1[CH2:9][C@@H:10]2[C@@H:15]([CH2:14][CH2:13][C@H:12]([S:22][C:23]3[C:24]([C:33]([O:35][CH3:36])=[O:34])=[CH:25][C:26]4[C:31](=[CH:30][CH:29]=[CH:28][CH:27]=4)[CH:32]=3)[CH2:11]2)[CH2:6][N:7]1[C:43]([O:46][CH3:47])=[O:45])=[O:19])[CH3:42]. (9) Given the reactants [NH:1]1[CH2:6][CH2:5][C:4](=[O:7])[CH2:3][CH2:2]1.[CH3:8][O:9][C:10]1[CH:17]=[CH:16][C:13]([CH2:14]Cl)=[CH:12][CH:11]=1, predict the reaction product. The product is: [CH3:8][O:9][C:10]1[CH:17]=[CH:16][C:13]([CH2:14][N:1]2[CH2:6][CH2:5][C:4](=[O:7])[CH2:3][CH2:2]2)=[CH:12][CH:11]=1.